Dataset: NCI-60 drug combinations with 297,098 pairs across 59 cell lines. Task: Regression. Given two drug SMILES strings and cell line genomic features, predict the synergy score measuring deviation from expected non-interaction effect. Drug 1: C1C(C(OC1N2C=C(C(=O)NC2=O)F)CO)O. Drug 2: C1C(C(OC1N2C=NC3=C2NC=NCC3O)CO)O. Cell line: SK-OV-3. Synergy scores: CSS=1.91, Synergy_ZIP=-2.17, Synergy_Bliss=0.296, Synergy_Loewe=-8.55, Synergy_HSA=-0.493.